This data is from Full USPTO retrosynthesis dataset with 1.9M reactions from patents (1976-2016). The task is: Predict the reactants needed to synthesize the given product. (1) The reactants are: Br[CH2:2][C:3]1[CH:8]=[CH:7][C:6]([F:9])=[C:5]([Cl:10])[CH:4]=1.C[Si]([C:15]#[N:16])(C)C.CCCC[N+](CCCC)(CCCC)CCCC.[F-]. Given the product [Cl:10][C:5]1[CH:4]=[C:3]([CH2:2][C:15]#[N:16])[CH:8]=[CH:7][C:6]=1[F:9], predict the reactants needed to synthesize it. (2) Given the product [ClH:1].[ClH:1].[N:2]12[CH2:9][CH2:8][CH:5]([CH2:6][CH2:7]1)[C@@H:4]([NH:10][C:11]([C:13]1[S:14][C:15]3[C:22]([NH2:36])=[CH:21][CH:20]=[CH:19][C:16]=3[CH:17]=1)=[O:12])[CH2:3]2, predict the reactants needed to synthesize it. The reactants are: [ClH:1].[N:2]12[CH2:9][CH2:8][CH:5]([CH2:6][CH2:7]1)[C@@H:4]([NH:10][C:11]([C:13]1[S:14][C:15]3[CH:22]=[CH:21][CH:20]=[CH:19][C:16]=3[C:17]=1Br)=[O:12])[CH2:3]2.C(=[NH:36])(C1C=CC=CC=1)C1C=CC=CC=1.C1C=CC(P(C2C(C3C(P(C4C=CC=CC=4)C4C=CC=CC=4)=CC=C4C=3C=CC=C4)=C3C(C=CC=C3)=CC=2)C2C=CC=CC=2)=CC=1.CC(C)([O-])C.[Na+]. (3) Given the product [O:2]=[S:3]1(=[O:5])[C:17]2[CH:16]=[CH:15][CH:14]=[CH:13][C:12]=2[CH2:11][N:10]([C:18]2[N:27]=[C:26]([NH2:28])[C:25]3[C:20](=[CH:21][CH:22]=[C:23]([CH3:29])[CH:24]=3)[N:19]=2)[CH2:9][CH2:8]1, predict the reactants needed to synthesize it. The reactants are: O[O:2][S:3]([O-:5])=O.[K+].S1[C:13]2[CH:14]=[CH:15][CH:16]=[CH:17][C:12]=2[CH2:11][N:10]([C:18]2[N:27]=[C:26]([NH2:28])[C:25]3[C:20](=[CH:21][CH:22]=[C:23]([CH3:29])[CH:24]=3)[N:19]=2)[CH2:9][CH2:8]1. (4) Given the product [CH2:2]([N:4]([CH2:5][CH3:6])[S:7]([Cl:10])(=[O:9])=[O:8])[CH3:3], predict the reactants needed to synthesize it. The reactants are: Cl.[CH2:2]([NH:4][CH2:5][CH3:6])[CH3:3].[S:7](Cl)([Cl:10])(=[O:9])=[O:8]. (5) Given the product [CH2:1]([O:8][C:9]1[CH:10]=[CH:11][C:12]([N:15]2[C:16]3=[N:17][CH:18]=[CH:19][C:20]([C:25]([F:28])([F:27])[F:26])=[C:21]3[NH:31][C:34]2=[O:43])=[CH:13][CH:14]=1)[C:2]1[CH:3]=[CH:4][CH:5]=[CH:6][CH:7]=1, predict the reactants needed to synthesize it. The reactants are: [CH2:1]([O:8][C:9]1[CH:14]=[CH:13][C:12]([NH:15][C:16]2[C:21](C(O)=O)=[C:20]([C:25]([F:28])([F:27])[F:26])[CH:19]=[CH:18][N:17]=2)=[CH:11][CH:10]=1)[C:2]1[CH:7]=[CH:6][CH:5]=[CH:4][CH:3]=1.CC[N:31]([CH2:34]C)CC.C1(P(N=[N+]=[N-])(C2C=CC=CC=2)=[O:43])C=CC=CC=1. (6) Given the product [N:23]1([CH2:29][C:30]2[CH:35]=[CH:34][C:33]([C:19]3[CH:18]=[N:17][C:12]4[NH:13][C:14]5[CH:15]=[N:16][C:8]([NH2:7])=[CH:9][C:10]=5[C:11]=4[CH:20]=3)=[CH:32][CH:31]=2)[CH2:28][CH2:27][CH2:26][CH2:25][CH2:24]1, predict the reactants needed to synthesize it. The reactants are: C(OC(=O)[NH:7][C:8]1[N:16]=[CH:15][C:14]2[NH:13][C:12]3[N:17]=[CH:18][C:19](Br)=[CH:20][C:11]=3[C:10]=2[CH:9]=1)(C)(C)C.[N:23]1([CH2:29][C:30]2[CH:35]=[CH:34][C:33](B(O)O)=[CH:32][CH:31]=2)[CH2:28][CH2:27][CH2:26][CH2:25][CH2:24]1.